This data is from NCI-60 drug combinations with 297,098 pairs across 59 cell lines. The task is: Regression. Given two drug SMILES strings and cell line genomic features, predict the synergy score measuring deviation from expected non-interaction effect. (1) Synergy scores: CSS=13.0, Synergy_ZIP=-0.902, Synergy_Bliss=-3.36, Synergy_Loewe=-12.0, Synergy_HSA=-3.50. Drug 2: CCC1(CC2CC(C3=C(CCN(C2)C1)C4=CC=CC=C4N3)(C5=C(C=C6C(=C5)C78CCN9C7C(C=CC9)(C(C(C8N6C)(C(=O)OC)O)OC(=O)C)CC)OC)C(=O)OC)O.OS(=O)(=O)O. Cell line: BT-549. Drug 1: CCC1(CC2CC(C3=C(CCN(C2)C1)C4=CC=CC=C4N3)(C5=C(C=C6C(=C5)C78CCN9C7C(C=CC9)(C(C(C8N6C=O)(C(=O)OC)O)OC(=O)C)CC)OC)C(=O)OC)O.OS(=O)(=O)O. (2) Drug 1: C1=NC2=C(N=C(N=C2N1C3C(C(C(O3)CO)O)F)Cl)N. Drug 2: C#CCC(CC1=CN=C2C(=N1)C(=NC(=N2)N)N)C3=CC=C(C=C3)C(=O)NC(CCC(=O)O)C(=O)O. Cell line: SR. Synergy scores: CSS=78.2, Synergy_ZIP=1.32, Synergy_Bliss=0.717, Synergy_Loewe=-6.37, Synergy_HSA=-0.507. (3) Drug 1: CC(C)NC(=O)C1=CC=C(C=C1)CNNC.Cl. Drug 2: COC1=C2C(=CC3=C1OC=C3)C=CC(=O)O2. Cell line: EKVX. Synergy scores: CSS=-3.51, Synergy_ZIP=7.90, Synergy_Bliss=-0.443, Synergy_Loewe=-4.13, Synergy_HSA=-4.53. (4) Drug 1: CC1=C(C(=CC=C1)Cl)NC(=O)C2=CN=C(S2)NC3=CC(=NC(=N3)C)N4CCN(CC4)CCO. Drug 2: C(CN)CNCCSP(=O)(O)O. Cell line: RPMI-8226. Synergy scores: CSS=11.1, Synergy_ZIP=-3.92, Synergy_Bliss=-1.79, Synergy_Loewe=-16.6, Synergy_HSA=-4.88. (5) Drug 1: CN(C)N=NC1=C(NC=N1)C(=O)N. Drug 2: C(=O)(N)NO. Cell line: CAKI-1. Synergy scores: CSS=14.9, Synergy_ZIP=-5.58, Synergy_Bliss=-7.10, Synergy_Loewe=-3.68, Synergy_HSA=-3.11. (6) Synergy scores: CSS=22.0, Synergy_ZIP=0.673, Synergy_Bliss=5.35, Synergy_Loewe=-5.25, Synergy_HSA=7.11. Drug 2: COC1=C(C=C2C(=C1)N=CN=C2NC3=CC(=C(C=C3)F)Cl)OCCCN4CCOCC4. Drug 1: CC(C1=C(C=CC(=C1Cl)F)Cl)OC2=C(N=CC(=C2)C3=CN(N=C3)C4CCNCC4)N. Cell line: SF-295. (7) Cell line: 786-0. Drug 1: CC1C(C(=O)NC(C(=O)N2CCCC2C(=O)N(CC(=O)N(C(C(=O)O1)C(C)C)C)C)C(C)C)NC(=O)C3=C4C(=C(C=C3)C)OC5=C(C(=O)C(=C(C5=N4)C(=O)NC6C(OC(=O)C(N(C(=O)CN(C(=O)C7CCCN7C(=O)C(NC6=O)C(C)C)C)C)C(C)C)C)N)C. Synergy scores: CSS=6.19, Synergy_ZIP=-8.95, Synergy_Bliss=-4.37, Synergy_Loewe=-3.87, Synergy_HSA=-3.75. Drug 2: C1=NC(=NC(=O)N1C2C(C(C(O2)CO)O)O)N.